From a dataset of Full USPTO retrosynthesis dataset with 1.9M reactions from patents (1976-2016). Predict the reactants needed to synthesize the given product. (1) Given the product [CH:29]12[CH2:30][CH2:31][CH:25]1[CH2:26][N:27]([C:32]1[N:37]=[CH:36][C:35]([NH:38][C:12]([C:10]3[N:9]([CH2:15][C:16]4[CH:21]=[CH:20][CH:19]=[C:18]([F:22])[CH:17]=4)[C:6]4=[N:7][CH:8]=[C:3]([C:2]([F:23])([F:1])[F:24])[CH:4]=[C:5]4[CH:11]=3)=[O:14])=[CH:34][CH:33]=1)[CH2:28]2, predict the reactants needed to synthesize it. The reactants are: [F:1][C:2]([F:24])([F:23])[C:3]1[CH:4]=[C:5]2[CH:11]=[C:10]([C:12]([OH:14])=O)[N:9]([CH2:15][C:16]3[CH:21]=[CH:20][CH:19]=[C:18]([F:22])[CH:17]=3)[C:6]2=[N:7][CH:8]=1.[CH:25]12[CH2:31][CH2:30][CH:29]1[CH2:28][N:27]([C:32]1[N:37]=[CH:36][C:35]([NH2:38])=[CH:34][CH:33]=1)[CH2:26]2. (2) The reactants are: [C:1]([O:5][C:6](=[O:18])[NH:7][C:8]1[CH:13]=[CH:12][C:11]([CH:14]([CH3:16])[CH3:15])=[CH:10][C:9]=1[NH2:17])([CH3:4])([CH3:3])[CH3:2].CC1(C)[O:25][C:24]([C:26]2[CH:27]=[C:28]([CH:31]=[CH:32][CH:33]=2)[C:29]#[N:30])=[CH:23][C:22](=O)[O:21]1. Given the product [C:1]([O:5][C:6](=[O:18])[NH:7][C:8]1[CH:13]=[CH:12][C:11]([CH:14]([CH3:15])[CH3:16])=[CH:10][C:9]=1[NH:17][C:22](=[O:21])[CH2:23][C:24]([C:26]1[CH:33]=[CH:32][CH:31]=[C:28]([C:29]#[N:30])[CH:27]=1)=[O:25])([CH3:2])([CH3:4])[CH3:3], predict the reactants needed to synthesize it. (3) Given the product [Cl:29][C:26]1[CH:27]=[CH:28][C:23]([CH:10]2[C:5]3[N:6]([CH:7]([CH3:9])[CH3:8])[C:2]([C:30]4[CH2:34][CH2:33][CH2:32][CH:31]=4)=[N:3][C:4]=3[C:12](=[O:13])[N:11]2[C:14]2[CH:19]=[C:18]([CH3:20])[C:17](=[O:21])[N:16]([CH3:22])[CH:15]=2)=[CH:24][CH:25]=1, predict the reactants needed to synthesize it. The reactants are: Br[C:2]1[N:6]([CH:7]([CH3:9])[CH3:8])[C:5]2[CH:10]([C:23]3[CH:28]=[CH:27][C:26]([Cl:29])=[CH:25][CH:24]=3)[N:11]([C:14]3[CH:19]=[C:18]([CH3:20])[C:17](=[O:21])[N:16]([CH3:22])[CH:15]=3)[C:12](=[O:13])[C:4]=2[N:3]=1.[C:30]1(B(O)O)[CH2:34][CH2:33][CH2:32][CH:31]=1.